Dataset: Full USPTO retrosynthesis dataset with 1.9M reactions from patents (1976-2016). Task: Predict the reactants needed to synthesize the given product. (1) Given the product [CH3:9][N:10]([CH3:19])[C:11]1[CH:18]=[CH:17][C:14](/[CH:15]=[N:3]/[N:2]([CH3:1])[C:4]2[NH:8][N:7]=[N:6][N:5]=2)=[CH:13][CH:12]=1, predict the reactants needed to synthesize it. The reactants are: [CH3:1][N:2]([C:4]1[NH:8][N:7]=[N:6][N:5]=1)[NH2:3].[CH3:9][N:10]([CH3:19])[C:11]1[CH:18]=[CH:17][C:14]([CH:15]=O)=[CH:13][CH:12]=1.Cl. (2) Given the product [CH3:41][S:42]([OH:45])(=[O:44])=[O:43].[CH3:41][S:42]([OH:45])(=[O:44])=[O:43].[NH2:16][C@H:14]1[C:13](=[O:27])[N:12]([CH2:28][C:29]([F:30])([F:32])[F:31])[CH2:11][C:5]2[C:6]3[CH:7]=[N:8][NH:9][C:10]=3[C:2]([Cl:1])=[CH:3][C:4]=2[CH2:15]1, predict the reactants needed to synthesize it. The reactants are: [Cl:1][C:2]1[C:10]2[NH:9][N:8]=[CH:7][C:6]=2[C:5]2[CH2:11][N:12]([CH2:28][C:29]([F:32])([F:31])[F:30])[C:13](=[O:27])[C@H:14]([NH:16]C(=O)OCC3C=CC=CC=3)[CH2:15][C:4]=2[CH:3]=1.C1(OC)C=CC=CC=1.[CH3:41][S:42]([OH:45])(=[O:44])=[O:43].CCOCC. (3) The reactants are: [CH:1]1([CH2:4][N:5]2[CH:9]=[C:8]([C:10]3[CH:11]=[C:12]4[N:18]=[CH:17][N:16]([C:19]5[CH:20]=[C:21]([NH2:33])[CH:22]=[C:23]([C:25]6[CH:30]=[CH:29][C:28]([F:31])=[CH:27][C:26]=6[F:32])[CH:24]=5)[C:13]4=[N:14][CH:15]=3)[N:7]=[N:6]2)[CH2:3][CH2:2]1.[CH:34]1([C:37](O)=[O:38])[CH2:36][CH2:35]1.CN(C(ON1N=NC2C=CC=NC1=2)=[N+](C)C)C.F[P-](F)(F)(F)(F)F.CCN(C(C)C)C(C)C. Given the product [CH:1]1([CH2:4][N:5]2[CH:9]=[C:8]([C:10]3[CH:11]=[C:12]4[N:18]=[CH:17][N:16]([C:19]5[CH:20]=[C:21]([NH:33][C:37]([CH:34]6[CH2:36][CH2:35]6)=[O:38])[CH:22]=[C:23]([C:25]6[CH:30]=[CH:29][C:28]([F:31])=[CH:27][C:26]=6[F:32])[CH:24]=5)[C:13]4=[N:14][CH:15]=3)[N:7]=[N:6]2)[CH2:2][CH2:3]1, predict the reactants needed to synthesize it. (4) Given the product [CH2:1]([N:8]1[C:21](=[O:22])[C:20]2[C:15](=[CH:16][CH:17]=[CH:18][CH:19]=2)[C:14]2[CH:13]=[C:12]([CH:23]=[O:26])[CH:11]=[CH:10][C:9]1=2)[C:2]1[CH:7]=[CH:6][CH:5]=[CH:4][CH:3]=1, predict the reactants needed to synthesize it. The reactants are: [CH2:1]([N:8]1[C:21](=[O:22])[C:20]2[C:15](=[CH:16][CH:17]=[CH:18][CH:19]=2)[C:14]2[CH:13]=[C:12]([C:23]#N)[CH:11]=[CH:10][C:9]1=2)[C:2]1[CH:7]=[CH:6][CH:5]=[CH:4][CH:3]=1.C(O)=[O:26]. (5) Given the product [CH:9]1([N:17]2[CH2:22][CH2:21][CH:20]([NH:7][C:2]3[C:1]([NH2:8])=[CH:6][CH:5]=[CH:4][CH:3]=3)[CH2:19][CH2:18]2)[CH2:16][CH2:15][CH2:14][CH2:13][CH2:12][CH2:11][CH2:10]1, predict the reactants needed to synthesize it. The reactants are: [C:1]1([NH2:8])[CH:6]=[CH:5][CH:4]=[CH:3][C:2]=1[NH2:7].[CH:9]1([N:17]2[CH2:22][CH2:21][C:20](=O)[CH2:19][CH2:18]2)[CH2:16][CH2:15][CH2:14][CH2:13][CH2:12][CH2:11][CH2:10]1.C(O)(=O)C.[H-].[Al+3].[Li+].[H-].[H-].[H-]. (6) Given the product [Si:1]([O:8][CH2:9][C@@H:10]([NH:12][C:13]1[C:18]([CH3:19])=[C:17]([CH3:20])[N:16]=[C:15]([Cl:21])[C:14]=1[NH2:22])[CH3:11])([C:4]([CH3:7])([CH3:6])[CH3:5])([CH3:3])[CH3:2], predict the reactants needed to synthesize it. The reactants are: [Si:1]([O:8][CH2:9][C@@H:10]([NH:12][C:13]1[C:18]([CH3:19])=[C:17]([CH3:20])[N:16]=[C:15]([Cl:21])[C:14]=1[N+:22]([O-])=O)[CH3:11])([C:4]([CH3:7])([CH3:6])[CH3:5])([CH3:3])[CH3:2].